Dataset: HIV replication inhibition screening data with 41,000+ compounds from the AIDS Antiviral Screen. Task: Binary Classification. Given a drug SMILES string, predict its activity (active/inactive) in a high-throughput screening assay against a specified biological target. The compound is C[Si](C)(C)OC=C1CCCCC1=O. The result is 0 (inactive).